Dataset: Reaction yield outcomes from USPTO patents with 853,638 reactions. Task: Predict the reaction yield, written as a fraction of the theoretical maximum amount of product (1.0 means a 100% yield; for example, 0.34 means a 34% yield). (1) The reactants are [NH2:1][C@H:2]([CH:21]([CH3:23])[CH3:22])[C:3]([N:5]1[CH2:10][CH2:9][C@@:8]([C:12]2[CH:17]=[CH:16][C:15]([Cl:18])=[CH:14][CH:13]=2)([OH:11])[C:7]([CH3:20])([CH3:19])[CH2:6]1)=[O:4].[CH3:24][O:25][C:26]([C:28]1[CH:33]=[CH:32][CH:31]=[CH:30][C:29]=1[C:34]1[CH:39]=[CH:38][CH:37]=[C:36]([C:40](O)=[O:41])[CH:35]=1)=[O:27].C1C=CC2N(O)N=NC=2C=1.C(Cl)CCl.C(N(CC)CC)C. The catalyst is C(Cl)Cl. The product is [Cl:18][C:15]1[CH:14]=[CH:13][C:12]([C@@:8]2([OH:11])[CH2:9][CH2:10][N:5]([C:3](=[O:4])[C@H:2]([NH:1][C:40]([C:36]3[CH:35]=[C:34]([C:29]4[C:28]([C:26]([O:25][CH3:24])=[O:27])=[CH:33][CH:32]=[CH:31][CH:30]=4)[CH:39]=[CH:38][CH:37]=3)=[O:41])[CH:21]([CH3:23])[CH3:22])[CH2:6][C:7]2([CH3:19])[CH3:20])=[CH:17][CH:16]=1. The yield is 0.650. (2) The reactants are [NH2:1][C:2]1[CH:7]=[N:6][CH:5]=[CH:4][N:3]=1.[C:8]1([C:14]2[O:18][N:17]=[CH:16][C:15]=2[CH2:19][CH2:20][C:21](O)=[O:22])[CH:13]=[CH:12][CH:11]=[CH:10][CH:9]=1.O.ON1C2C=CC=CC=2N=N1.Cl.C(N=C=NCCCN(C)C)C. The catalyst is O.CN(C)C=O. The product is [N:3]1[CH:4]=[CH:5][N:6]=[CH:7][C:2]=1[NH:1][C:21](=[O:22])[CH2:20][CH2:19][C:15]1[CH:16]=[N:17][O:18][C:14]=1[C:8]1[CH:9]=[CH:10][CH:11]=[CH:12][CH:13]=1. The yield is 0.580.